This data is from Catalyst prediction with 721,799 reactions and 888 catalyst types from USPTO. The task is: Predict which catalyst facilitates the given reaction. Reactant: Br[CH2:2][C:3]1[C:12]([O:13][CH3:14])=[CH:11][C:10]2[C:5](=[CH:6][CH:7]=[CH:8][CH:9]=2)[CH:4]=1.Cl.[O:16]=[C:17]1[C:22]([C:23]([O:25][CH2:26][CH3:27])=[O:24])=[CH:21][CH:20]=[CH:19][NH:18]1.[H-].[Na+]. Product: [CH3:14][O:13][C:12]1[C:3]([CH2:2][N:18]2[CH:19]=[CH:20][CH:21]=[C:22]([C:23]([O:25][CH2:26][CH3:27])=[O:24])[C:17]2=[O:16])=[CH:4][C:5]2[C:10]([CH:11]=1)=[CH:9][CH:8]=[CH:7][CH:6]=2. The catalyst class is: 3.